From a dataset of Forward reaction prediction with 1.9M reactions from USPTO patents (1976-2016). Predict the product of the given reaction. (1) Given the reactants [C:1]([O:5][C:6]([N:8]1[CH2:13][CH2:12][N:11]([C:14]2[C:20]3[CH:21]=[CH:22][CH:23]=[CH:24][C:19]=3[O:18][C:17]3[CH:25]=[CH:26][C:27]([Cl:29])=[CH:28][C:16]=3[N:15]=2)[CH2:10][C@@H:9]1[CH2:30][C:31]([OH:33])=[O:32])=[O:7])([CH3:4])([CH3:3])[CH3:2].Cl.CN(C)CCCN=C=NCC.[CH3:46][CH:47](O)[CH2:48][C:49]([OH:52])([CH3:51])[CH3:50], predict the reaction product. The product is: [Cl:29][C:27]1[CH:26]=[CH:25][C:17]2[O:18][C:19]3[CH:24]=[CH:23][CH:22]=[CH:21][C:20]=3[C:14]([N:11]3[CH2:12][CH2:13][N:8]([C:6]([O:5][C:1]([CH3:4])([CH3:2])[CH3:3])=[O:7])[C@@H:9]([CH2:30][C:31]([O:33][C@@H:47]([CH2:48][C:49]([OH:52])([CH3:51])[CH3:50])[CH3:46])=[O:32])[CH2:10]3)=[N:15][C:16]=2[CH:28]=1. (2) Given the reactants [Cl:1][C:2]1[C:3]2[N:4]([C:8](I)=[C:9]([CH:11]([CH3:13])[CH3:12])[N:10]=2)[CH:5]=[CH:6][CH:7]=1.[F:15][C:16]1[CH:17]=[CH:18][C:19]2=[C:20]([CH:36]=1)[O:21][CH2:22][C:23]1[CH:33]=[C:32]([CH:34]=[O:35])[CH:31]=[CH:30][C:24]=1/[C:25]/2=[C:26](/[CH3:29])\[C:27]#[N:28], predict the reaction product. The product is: [Cl:1][C:2]1[C:3]2[N:4]([C:8]([CH:34]([OH:35])[C:32]3[CH:31]=[CH:30][C:24]4/[C:25](=[C:26](/[CH3:29])\[C:27]#[N:28])/[C:19]5[CH:18]=[CH:17][C:16]([F:15])=[CH:36][C:20]=5[O:21][CH2:22][C:23]=4[CH:33]=3)=[C:9]([CH:11]([CH3:13])[CH3:12])[N:10]=2)[CH:5]=[CH:6][CH:7]=1. (3) Given the reactants [N:1]1[C:10]2[C:5](=[CH:6][CH:7]=[CH:8][C:9]=2[N:11]2[CH2:16][CH2:15][C:14](=O)[CH2:13][CH2:12]2)[CH:4]=[CH:3][CH:2]=1.[N:18]1([C:24]2[CH:32]=[CH:31][CH:30]=[C:29]3[C:25]=2[CH:26]=[CH:27][NH:28]3)[CH2:23][CH2:22][NH:21][CH2:20][CH2:19]1.C(O[BH-](OC(=O)C)OC(=O)C)(=O)C.[Na+].C(O)(=O)C, predict the reaction product. The product is: [NH:28]1[C:29]2[C:25](=[C:24]([N:18]3[CH2:23][CH2:22][N:21]([CH:14]4[CH2:15][CH2:16][N:11]([C:9]5[CH:8]=[CH:7][CH:6]=[C:5]6[C:10]=5[N:1]=[CH:2][CH:3]=[CH:4]6)[CH2:12][CH2:13]4)[CH2:20][CH2:19]3)[CH:32]=[CH:31][CH:30]=2)[CH:26]=[CH:27]1. (4) Given the reactants [C:1]([C:4]1[CH:5]=[C:6]([C:10]2[CH:15]=[CH:14][C:13](=[O:16])[N:12]([CH2:17][C:18]3[CH:19]=[C:20]([C:24]4[N:29]=[CH:28][C:27]([O:30][CH2:31][CH:32]5[CH2:37][CH2:36][N:35]([C:38](OC(C)(C)C)=O)[CH2:34][CH2:33]5)=[CH:26][N:25]=4)[CH:21]=[CH:22][CH:23]=3)[N:11]=2)[CH:7]=[CH:8][CH:9]=1)(=[O:3])[NH2:2].C=O, predict the reaction product. The product is: [CH3:38][N:35]1[CH2:34][CH2:33][CH:32]([CH2:31][O:30][C:27]2[CH:26]=[N:25][C:24]([C:20]3[CH:19]=[C:18]([CH:23]=[CH:22][CH:21]=3)[CH2:17][N:12]3[C:13](=[O:16])[CH:14]=[CH:15][C:10]([C:6]4[CH:5]=[C:4]([CH:9]=[CH:8][CH:7]=4)[C:1]([NH2:2])=[O:3])=[N:11]3)=[N:29][CH:28]=2)[CH2:37][CH2:36]1. (5) The product is: [C:1]1([S:7][CH2:8][C:9]2[CH:10]=[CH:11][C:12]([CH2:13][OH:14])=[CH:17][CH:18]=2)[CH:2]=[CH:3][CH:4]=[CH:5][CH:6]=1. Given the reactants [C:1]1([S:7][CH2:8][C:9]2[CH:18]=[CH:17][C:12]([C:13](OC)=[O:14])=[CH:11][CH:10]=2)[CH:6]=[CH:5][CH:4]=[CH:3][CH:2]=1.[H-].[Al+3].[Li+].[H-].[H-].[H-].O.O.O.O.O.O.O.O.O.O.S([O-])([O-])(=O)=O.[Na+].[Na+], predict the reaction product. (6) Given the reactants [CH3:1][C:2]1[C:7]2[CH:8]=[CH:9][CH:10]=[C:11]([O:12][CH3:13])[C:6]=2[S:5](=[O:15])(=[O:14])[NH:4][N:3]=1, predict the reaction product. The product is: [CH3:1][CH:2]1[C:7]2[CH:8]=[CH:9][CH:10]=[C:11]([O:12][CH3:13])[C:6]=2[S:5](=[O:15])(=[O:14])[NH:4][NH:3]1.